Predict the reaction yield, written as a fraction of the theoretical maximum amount of product (1.0 means a 100% yield; for example, 0.34 means a 34% yield). From a dataset of Reaction yield outcomes from USPTO patents with 853,638 reactions. The reactants are [C:1]1([N:7]2[C:11]3[NH:12][C:13](=[O:20])[C:14]([C:16]([O:18][CH3:19])=[O:17])=[CH:15][C:10]=3[N:9]=[N:8]2)[CH:6]=[CH:5][CH:4]=[CH:3][CH:2]=1.[H-].[Na+].[CH3:23][N:24]1[C:28]([CH2:29]Cl)=[N:27][CH:26]=[N:25]1.O. The catalyst is CN(C=O)C. The product is [C:1]1([N:7]2[C:11]3=[N:12][C:13]([O:20][CH2:29][C:28]4[N:24]([CH3:23])[N:25]=[CH:26][N:27]=4)=[C:14]([C:16]([O:18][CH3:19])=[O:17])[CH:15]=[C:10]3[N:9]=[N:8]2)[CH:2]=[CH:3][CH:4]=[CH:5][CH:6]=1. The yield is 0.270.